Dataset: Full USPTO retrosynthesis dataset with 1.9M reactions from patents (1976-2016). Task: Predict the reactants needed to synthesize the given product. (1) Given the product [CH3:6][O:7][C:8](=[O:27])[C:9]1[CH:10]=[C:11]([C:15]([F:16])([F:17])[F:18])[CH:12]=[CH:13][C:3]=1[N:2]([C:36]([O:38][C:52]([CH3:51])([CH3:53])[CH3:42])=[O:39])[CH2:4][CH2:30][CH2:31][C:32]([O:34][CH3:35])=[O:33], predict the reactants needed to synthesize it. The reactants are: C[N:2]([CH:4]=O)[CH3:3].[CH3:6][O:7][C:8](=[O:27])[C:9]1C=[CH:13][CH:12]=[C:11]([C:15]([F:18])([F:17])[F:16])[C:10]=1NC(OC(C)(C)C)=O.BrC[CH2:30][CH2:31][C:32]([O:34][CH3:35])=[O:33].[C:36](=[O:39])([O-:38])[O-].[Cs+].[Cs+].[C:42](OCC)(=O)[CH3:42].[CH3:51][CH2:52][CH2:53][CH2:51][CH2:52][CH3:53]. (2) Given the product [Br:32][C:22]1[S:21][C:20]([C:2]2[S:1][C:5]([C:6]3[S:19][C:9]4[C:10](=[O:18])[N:11]([CH2:14][CH2:15][CH2:16][CH3:17])[C:12](=[O:13])[C:8]=4[CH:7]=3)=[CH:4][CH:3]=2)=[CH:24][CH:23]=1, predict the reactants needed to synthesize it. The reactants are: [S:1]1[C:5]([C:6]2[S:19][C:9]3[C:10](=[O:18])[N:11]([CH2:14][CH2:15][CH2:16][CH3:17])[C:12](=[O:13])[C:8]=3[CH:7]=2)=[CH:4][CH:3]=[C:2]1[C:20]1[S:21][CH:22]=[CH:23][CH:24]=1.C1C(=O)N([Br:32])C(=O)C1. (3) Given the product [Cl:11][C:12]1[CH:13]=[CH:14][CH:15]=[C:16]2[C:21]=1[N:20]=[C:19]([C:22]1[CH:27]=[CH:26][CH:25]=[CH:24][C:23]=1[O:28][C:29]([F:30])([F:31])[F:32])[C:18]([CH2:33][C:9]1[N:8]=[C:7]3[C:3]([N:4]=[CH:5][NH:6]3)=[C:2]([NH2:38])[N:10]=1)=[CH:17]2, predict the reactants needed to synthesize it. The reactants are: Cl[C:2]1[N:10]=[CH:9][N:8]=[C:7]2[C:3]=1[NH:4][CH:5]=[N:6]2.[Cl:11][C:12]1[CH:13]=[CH:14][CH:15]=[C:16]2[C:21]=1[N:20]=[C:19]([C:22]1[CH:27]=[CH:26][CH:25]=[CH:24][C:23]=1[O:28][C:29]([F:32])([F:31])[F:30])[C:18]([CH2:33]N)=[CH:17]2.C([N:38](CC)C(C)C)(C)C.C(O)C. (4) The reactants are: Br[C:2]1[S:3][C:4]([NH:33]C(=O)OC(C)(C)C)=[C:5]([C:7](=[O:32])[NH:8][C:9]2[CH:10]=[N:11][N:12]([CH3:31])[C:13]=2[C@@H:14]2[CH2:20][CH2:19][C@@H:18]([NH:21]C(OC(C)(C)C)=O)[C@@H:17]([O:29][CH3:30])[CH2:16][O:15]2)[N:6]=1.[Cl:41][C:42]1[CH:47]=[CH:46][CH:45]=[C:44]([F:48])[C:43]=1B(O)O. Given the product [NH2:33][C:4]1[S:3][C:2]([C:43]2[C:44]([F:48])=[CH:45][CH:46]=[CH:47][C:42]=2[Cl:41])=[N:6][C:5]=1[C:7]([NH:8][C:9]1[CH:10]=[N:11][N:12]([CH3:31])[C:13]=1[C@@H:14]1[CH2:20][CH2:19][C@@H:18]([NH2:21])[C@@H:17]([O:29][CH3:30])[CH2:16][O:15]1)=[O:32], predict the reactants needed to synthesize it.